Dataset: Catalyst prediction with 721,799 reactions and 888 catalyst types from USPTO. Task: Predict which catalyst facilitates the given reaction. (1) Reactant: CN(C=O)C.[OH:6][C:7]1[CH:20]=[CH:19][C:10]2[C:11]([CH2:14][C:15]([CH3:18])([CH3:17])[CH3:16])=[N:12][O:13][C:9]=2[C:8]=1[CH2:21][CH2:22][CH3:23].[Br:24][CH2:25][CH2:26][CH2:27]Br.CCOCC. Product: [CH2:21]([C:8]1[C:9]2[O:13][N:12]=[C:11]([CH2:14][C:15]([CH3:16])([CH3:17])[CH3:18])[C:10]=2[CH:19]=[CH:20][C:7]=1[O:6][CH2:27][CH2:26][CH2:25][Br:24])[CH2:22][CH3:23]. The catalyst class is: 195. (2) Reactant: [N:1]1[C:5]2[CH:6]=[CH:7][CH:8]=[CH:9][C:4]=2[NH:3][C:2]=1[C:10]1[CH:19]=[CH:18][C:13]([C:14](OC)=[O:15])=[CH:12][CH:11]=1.CC(C[AlH]CC(C)C)C. Product: [N:1]1[C:5]2[CH:6]=[CH:7][CH:8]=[CH:9][C:4]=2[NH:3][C:2]=1[C:10]1[CH:19]=[CH:18][C:13]([CH2:14][OH:15])=[CH:12][CH:11]=1. The catalyst class is: 1. (3) Reactant: [CH3:1][O:2][C:3]1[CH:13]=[CH:12][C:6]([O:7][CH2:8][C:9]([OH:11])=O)=[CH:5][CH:4]=1.[NH2:14][CH2:15][CH:16]([OH:28])[CH2:17][N:18]1[CH2:27][CH2:26][C:25]2[C:20](=[CH:21][CH:22]=[CH:23][CH:24]=2)[CH2:19]1.C1N(P(Cl)(N2C(=O)OCC2)=O)C(=O)OC1.CCN(C(C)C)C(C)C. Product: [CH2:19]1[C:20]2[C:25](=[CH:24][CH:23]=[CH:22][CH:21]=2)[CH2:26][CH2:27][N:18]1[CH2:17][CH:16]([OH:28])[CH2:15][NH:14][C:9](=[O:11])[CH2:8][O:7][C:6]1[CH:5]=[CH:4][C:3]([O:2][CH3:1])=[CH:13][CH:12]=1. The catalyst class is: 2. (4) Reactant: [Br:1][C:2]1[S:6][C:5]([C:7]([NH:9][CH:10]([C:12]2[N:17]=[N:16][C:15]([NH:18][C:19]3[CH:24]=[CH:23][C:22]([O:25][CH3:26])=[CH:21][CH:20]=3)=[N:14][CH:13]=2)[CH3:11])=O)=[CH:4][CH:3]=1.P(Cl)(Cl)(Cl)=O. The catalyst class is: 26. Product: [Br:1][C:2]1[S:6][C:5]([C:7]2[N:17]3[C:12]([CH:13]=[N:14][C:15]([NH:18][C:19]4[CH:24]=[CH:23][C:22]([O:25][CH3:26])=[CH:21][CH:20]=4)=[N:16]3)=[C:10]([CH3:11])[N:9]=2)=[CH:4][CH:3]=1.